From a dataset of Full USPTO retrosynthesis dataset with 1.9M reactions from patents (1976-2016). Predict the reactants needed to synthesize the given product. (1) The reactants are: Cl[C:2]1S[C:4](Cl)=[CH:5][C:6]=1[S:7]([NH:10][C:11]1[CH:12]=[N:13][CH:14]=[CH:15][C:16]=1[OH:17])(=[O:9])=[O:8].[F:19][C:20]([F:32])([F:31])[C:21]1[N:26]=CC(S(Cl)(=O)=O)=CC=1.ClC1SC(Cl)=CC=1S(Cl)(=O)=O. Given the product [OH:17][C:16]1[CH:15]=[CH:14][N:13]=[CH:12][C:11]=1[NH:10][S:7]([C:6]1[CH:2]=[N:26][C:21]([C:20]([F:32])([F:31])[F:19])=[CH:4][CH:5]=1)(=[O:9])=[O:8], predict the reactants needed to synthesize it. (2) Given the product [Cl:1][C:2]1[CH:7]=[CH:6][C:5]([NH:8][C:9](=[O:11])[CH3:10])=[C:4]([F:12])[C:3]=1[CH2:13][CH3:14], predict the reactants needed to synthesize it. The reactants are: [Cl:1][C:2]1[CH:7]=[CH:6][C:5]([NH:8][C:9](=[O:11])[CH3:10])=[C:4]([F:12])[CH:3]=1.[CH:13](NC(C)C)(C)[CH3:14].[Li]CCCC.ICC.Cl. (3) Given the product [CH3:1][N:2]1[CH2:15][CH2:14][C:13]2[C:12]3[CH:11]=[C:10]([CH3:16])[CH:9]=[CH:8][C:7]=3[N:6]([CH2:34][C:35]([N:37]3[CH2:42][CH2:41][CH2:40][CH2:39][CH2:38]3)=[O:36])[C:5]=2[CH2:4][CH2:3]1, predict the reactants needed to synthesize it. The reactants are: [CH3:1][N:2]1[CH2:15][CH2:14][C:13]2[C:12]3[CH:11]=[C:10]([CH3:16])[CH:9]=[CH:8][C:7]=3[NH:6][C:5]=2[CH2:4][CH2:3]1.N1CCC[C@H]1C(O)=O.[O-]P([O-])([O-])=O.[K+].[K+].[K+].Cl[CH2:34][C:35]([N:37]1[CH2:42][CH2:41][CH2:40][CH2:39][CH2:38]1)=[O:36].